From a dataset of Catalyst prediction with 721,799 reactions and 888 catalyst types from USPTO. Predict which catalyst facilitates the given reaction. (1) Reactant: [CH:1]1([C:6](=[NH:8])[NH2:7])[CH2:5][CH2:4][CH2:3][CH2:2]1.[CH3:9][O-:10].[Na+]. Product: [CH:1]1([C:6]2[NH:7][C:9](=[O:10])[CH:5]=[C:1]([CH2:2][CH3:3])[N:8]=2)[CH2:5][CH2:4][CH2:3][CH2:2]1. The catalyst class is: 8. (2) Reactant: [CH2:1]([N:8]1[C:13](=O)[C:12]([C:15]2[CH:20]=[CH:19][C:18]([F:21])=[CH:17][CH:16]=2)=[C:11]([C:22]2[CH:27]=[CH:26][C:25]([S:28]([CH3:31])(=[O:30])=[O:29])=[CH:24][CH:23]=2)[CH:10]=[N:9]1)[C:2]1[CH:7]=[CH:6][CH:5]=[CH:4][CH:3]=1.COC1C=CC(P2(SP(C3C=CC(OC)=CC=3)(=S)S2)=[S:41])=CC=1. Product: [CH2:1]([N:8]1[C:13](=[S:41])[C:12]([C:15]2[CH:20]=[CH:19][C:18]([F:21])=[CH:17][CH:16]=2)=[C:11]([C:22]2[CH:27]=[CH:26][C:25]([S:28]([CH3:31])(=[O:30])=[O:29])=[CH:24][CH:23]=2)[CH:10]=[N:9]1)[C:2]1[CH:7]=[CH:6][CH:5]=[CH:4][CH:3]=1. The catalyst class is: 11. (3) Reactant: [Cl:1][C:2]1[CH:3]=[C:4]([NH:17][C:18]2[N:27]=[CH:26]C3C(=CC=C(C=O)C=3)N=2)[CH:5]=[CH:6][C:7]=1[O:8][CH2:9][C:10]1[CH:15]=[CH:14][CH:13]=[C:12]([F:16])[CH:11]=1.C[Mg]Br.O.C([O:37][CH2:38][CH3:39])(=O)C. Product: [Cl:1][C:2]1[CH:3]=[C:4]([NH:17][C:18]2[C:5]3[C:4](=[CH:3][CH:2]=[C:7]([CH:38]([OH:37])[CH3:39])[CH:6]=3)[N:17]=[CH:26][N:27]=2)[CH:5]=[CH:6][C:7]=1[O:8][CH2:9][C:10]1[CH:15]=[CH:14][CH:13]=[C:12]([F:16])[CH:11]=1. The catalyst class is: 7. (4) Reactant: [H-].[Na+].[Br:3][C:4]1[C:5]([CH3:11])=[CH:6][C:7]([OH:10])=[N:8][CH:9]=1.CC1C=CC(S(O[CH2:23][CH2:24][C:25]([OH:28])([CH3:27])[CH3:26])(=O)=O)=CC=1.[Cl-].[NH4+]. Product: [Br:3][C:4]1[C:5]([CH3:11])=[CH:6][C:7]([O:10][CH2:23][CH2:24][C:25]([CH3:27])([OH:28])[CH3:26])=[N:8][CH:9]=1. The catalyst class is: 9. (5) Reactant: [CH3:1][O:2][C:3](=[O:21])[C@@H:4]([NH:11][C:12](=[O:20])[C:13]1[CH:18]=[CH:17][CH:16]=[CH:15][C:14]=1[NH2:19])[C:5]1[CH:10]=[CH:9][CH:8]=[CH:7][CH:6]=1.Cl[C:23](OC(Cl)(Cl)Cl)=[O:24]. Product: [CH3:1][O:2][C:3](=[O:21])[C@@H:4]([N:11]1[C:12](=[O:20])[C:13]2[C:14](=[CH:15][CH:16]=[CH:17][CH:18]=2)[NH:19][C:23]1=[O:24])[C:5]1[CH:6]=[CH:7][CH:8]=[CH:9][CH:10]=1. The catalyst class is: 49. (6) Reactant: [F:1][C:2]1[CH:7]=[C:6]([F:8])[CH:5]=[CH:4][C:3]=1[C:9]1[O:13][N:12]=[CH:11][C:10]=1[C:14](OCC)=[O:15].[H-].C([Al+]CC(C)C)C(C)C.Cl. Product: [F:1][C:2]1[CH:7]=[C:6]([F:8])[CH:5]=[CH:4][C:3]=1[C:9]1[O:13][N:12]=[CH:11][C:10]=1[CH2:14][OH:15]. The catalyst class is: 7. (7) Reactant: O[CH2:2][C:3]1[CH:12]=[N:11][C:10]2[N:9]3[CH2:13][CH2:14][CH2:15][CH2:16][C@H:8]3[C:7](=[O:17])[NH:6][C:5]=2[CH:4]=1.[CH:18]1([NH:21][C:22](=[O:36])[C:23]2[CH:28]=[CH:27][C:26]([N:29]3[CH2:34][CH2:33][NH:32][CH2:31][CH2:30]3)=[C:25]([F:35])[CH:24]=2)[CH2:20][CH2:19]1.[I-].C(C[P+](C)(C)C)#N.C(N(CC)C(C)C)(C)C. Product: [CH:18]1([NH:21][C:22](=[O:36])[C:23]2[CH:28]=[CH:27][C:26]([N:29]3[CH2:34][CH2:33][N:32]([CH2:2][C:3]4[CH:12]=[N:11][C:10]5[N:9]6[CH2:13][CH2:14][CH2:15][CH2:16][C@H:8]6[C:7](=[O:17])[NH:6][C:5]=5[CH:4]=4)[CH2:31][CH2:30]3)=[C:25]([F:35])[CH:24]=2)[CH2:19][CH2:20]1. The catalyst class is: 397.